From a dataset of TCR-epitope binding with 47,182 pairs between 192 epitopes and 23,139 TCRs. Binary Classification. Given a T-cell receptor sequence (or CDR3 region) and an epitope sequence, predict whether binding occurs between them. The epitope is GTSGSPIIDK. The TCR CDR3 sequence is CASSAGLIGANVLTF. Result: 0 (the TCR does not bind to the epitope).